Dataset: hERG potassium channel inhibition data for cardiac toxicity prediction from Karim et al.. Task: Regression/Classification. Given a drug SMILES string, predict its toxicity properties. Task type varies by dataset: regression for continuous values (e.g., LD50, hERG inhibition percentage) or binary classification for toxic/non-toxic outcomes (e.g., AMES mutagenicity, cardiotoxicity, hepatotoxicity). Dataset: herg_karim. The drug is CCC[C@@H]1C[C@H](N(C)C(C)C)CC[C@@H]1N1CC[C@H](NC(=O)c2cc(C(F)(F)F)ccc2NC(=O)NCC)C1=O. The result is 0 (non-blocker).